Predict the reactants needed to synthesize the given product. From a dataset of Full USPTO retrosynthesis dataset with 1.9M reactions from patents (1976-2016). (1) Given the product [Br:45][C:8]1[N:9]([C:28]2[C:37]3[C:32](=[CH:33][CH:34]=[CH:35][CH:36]=3)[C:31]([CH:38]3[CH2:40][CH2:39]3)=[CH:30][CH:29]=2)[C:10]([S:13][CH2:14][C:15]([NH:17][C:18]2[CH:26]=[CH:25][C:21]([C:22]([OH:24])=[O:23])=[CH:20][C:19]=2[Cl:27])=[O:16])=[N:11][N:12]=1, predict the reactants needed to synthesize it. The reactants are: ClC(Cl)C(O)=O.N[C:8]1[N:9]([C:28]2[C:37]3[C:32](=[CH:33][CH:34]=[CH:35][CH:36]=3)[C:31]([CH:38]3[CH2:40][CH2:39]3)=[CH:30][CH:29]=2)[C:10]([S:13][CH2:14][C:15]([NH:17][C:18]2[CH:26]=[CH:25][C:21]([C:22]([OH:24])=[O:23])=[CH:20][C:19]=2[Cl:27])=[O:16])=[N:11][N:12]=1.N([O-])=O.[Na+].[Br:45]CBr. (2) Given the product [CH:3]1([C:6]2[C:32]([CH:33]3[CH2:35][CH2:34]3)=[CH:31][C:9]([CH2:10][N:11]3[CH2:14][C:13]4([CH2:18][C:17]([N:19]5[CH2:24][CH2:23][C:22]([CH3:30])([C:25]([OH:27])=[O:26])[CH2:21][CH2:20]5)=[N:16][O:15]4)[CH2:12]3)=[C:8]([O:36][CH2:37][CH3:38])[CH:7]=2)[CH2:4][CH2:5]1, predict the reactants needed to synthesize it. The reactants are: [OH-].[Na+].[CH:3]1([C:6]2[C:32]([CH:33]3[CH2:35][CH2:34]3)=[CH:31][C:9]([CH2:10][N:11]3[CH2:14][C:13]4([CH2:18][C:17]([N:19]5[CH2:24][CH2:23][C:22]([CH3:30])([C:25]([O:27]CC)=[O:26])[CH2:21][CH2:20]5)=[N:16][O:15]4)[CH2:12]3)=[C:8]([O:36][CH2:37][CH3:38])[CH:7]=2)[CH2:5][CH2:4]1.